This data is from Full USPTO retrosynthesis dataset with 1.9M reactions from patents (1976-2016). The task is: Predict the reactants needed to synthesize the given product. (1) Given the product [F:8][C:9]1[CH:10]=[C:11]([NH:16][CH:17]([C:19]2[CH:20]=[C:21]([C:34]([O:36][CH3:37])=[O:35])[CH:22]=[C:23]3[C:28]=2[O:27][C:26]([N:3]2[CH2:4][CH2:5][O:6][CH2:7][C@@H:2]2[CH3:1])=[CH:25][C:24]3=[O:33])[CH3:18])[CH:12]=[C:13]([F:15])[CH:14]=1, predict the reactants needed to synthesize it. The reactants are: [CH3:1][C@H:2]1[CH2:7][O:6][CH2:5][CH2:4][NH:3]1.[F:8][C:9]1[CH:10]=[C:11]([NH:16][CH:17]([C:19]2[CH:20]=[C:21]([C:34]([O:36][CH3:37])=[O:35])[CH:22]=[C:23]3[C:28]=2[O:27][C:26](S(CC)=O)=[CH:25][C:24]3=[O:33])[CH3:18])[CH:12]=[C:13]([F:15])[CH:14]=1.C(N(C(C)C)C(C)C)C. (2) Given the product [N:16]1[N:15]([CH2:11][CH2:12][C:13]#[C:14][C:2]2[N:7]=[C:6]([NH:8][CH2:9][CH3:10])[CH:5]=[CH:4][CH:3]=2)[N:19]=[C:18]2[CH:20]=[CH:21][CH:22]=[CH:23][C:17]=12, predict the reactants needed to synthesize it. The reactants are: Br[C:2]1[N:7]=[C:6]([NH:8][CH2:9][CH3:10])[CH:5]=[CH:4][CH:3]=1.[CH2:11]([N:15]1[N:19]=[C:18]2[CH:20]=[CH:21][CH:22]=[CH:23][C:17]2=[N:16]1)[CH2:12][C:13]#[CH:14]. (3) Given the product [CH:1]1([N:7]([CH2:17][CH:18]2[CH2:20][CH2:19]2)[C:8]2[N:13]=[CH:12][N:11]=[C:10]([C:14]([NH:39][C:40]3[CH:47]=[CH:46][C:43]([CH2:44][OH:45])=[CH:42][CH:41]=3)=[O:16])[CH:9]=2)[CH2:2][CH2:3][CH2:4][CH2:5][CH2:6]1, predict the reactants needed to synthesize it. The reactants are: [CH:1]1([N:7]([CH2:17][CH:18]2[CH2:20][CH2:19]2)[C:8]2[N:13]=[CH:12][N:11]=[C:10]([C:14]([OH:16])=O)[CH:9]=2)[CH2:6][CH2:5][CH2:4][CH2:3][CH2:2]1.ClC1N=C(C(OC)=O)C=C(NCC2CCCC2)N=1.[NH2:39][C:40]1[CH:47]=[CH:46][C:43]([CH2:44][OH:45])=[CH:42][CH:41]=1.C(N(CC)CC)C.